The task is: Predict the reactants needed to synthesize the given product.. This data is from Full USPTO retrosynthesis dataset with 1.9M reactions from patents (1976-2016). (1) Given the product [ClH:26].[F:25][C:2]1([F:1])[CH2:6][CH2:5][C@@H:4]([C@@:7]([OH:24])([C:18]2[CH:19]=[CH:20][CH:21]=[CH:22][CH:23]=2)[C:8]([O:10][CH2:11][CH:12]2[CH2:17][CH2:16][N:15]([C:32](=[NH:27])[NH2:33])[CH2:14][CH2:13]2)=[O:9])[CH2:3]1, predict the reactants needed to synthesize it. The reactants are: [F:1][C:2]1([F:25])[CH2:6][CH2:5][C@@H:4]([C@@:7]([OH:24])([C:18]2[CH:23]=[CH:22][CH:21]=[CH:20][CH:19]=2)[C:8]([O:10][CH2:11][CH:12]2[CH2:17][CH2:16][NH:15][CH2:14][CH2:13]2)=[O:9])[CH2:3]1.[ClH:26].[N:27]1([C:32](N)=[NH:33])C=CC=N1.C(N(C(C)C)CC)(C)C. (2) Given the product [CH3:13][N:7]1[C:6]([CH2:4][OH:3])=[C:10]([CH3:11])[C:9]([CH3:12])=[N:8]1, predict the reactants needed to synthesize it. The reactants are: C([O:3][C:4]([C:6]1[N:7]([CH3:13])[N:8]=[C:9]([CH3:12])[C:10]=1[CH3:11])=O)C.[H-].[Al+3].[Li+].[H-].[H-].[H-].O.